Task: Predict the reactants needed to synthesize the given product.. Dataset: Full USPTO retrosynthesis dataset with 1.9M reactions from patents (1976-2016) (1) Given the product [OH:27][NH:29][C:23]([C:21]1[CH:20]=[N:19][C:17]2[CH2:18][N:12]([S:9]([C:6]3[CH:7]=[CH:8][C:3]([O:2][CH3:1])=[CH:4][CH:5]=3)(=[O:10])=[O:11])[CH2:13][CH2:14][O:15][C:16]=2[CH:22]=1)=[O:25], predict the reactants needed to synthesize it. The reactants are: [CH3:1][O:2][C:3]1[CH:8]=[CH:7][C:6]([S:9]([N:12]2[CH2:18][C:17]3[N:19]=[CH:20][C:21]([C:23]([O:25]C)=O)=[CH:22][C:16]=3[O:15][CH2:14][CH2:13]2)(=[O:11])=[O:10])=[CH:5][CH:4]=1.[OH-:27].[Na+].[NH2:29]O.Cl. (2) Given the product [CH2:48]([O:55][C:56](=[O:75])[NH:57][CH2:58][CH2:59][CH2:60][CH2:61][C@H:62]([NH:74][C:11]([CH:2]1[CH2:3][CH2:4][C:5]2[C:10](=[CH:9][CH:8]=[CH:7][CH:6]=2)[CH2:1]1)=[O:13])[C:63]([C:65]1[S:66][C:67]2[CH:73]=[CH:72][CH:71]=[CH:70][C:68]=2[N:69]=1)=[O:64])[C:49]1[CH:54]=[CH:53][CH:52]=[CH:51][CH:50]=1, predict the reactants needed to synthesize it. The reactants are: [CH2:1]1[C:10]2[C:5](=[CH:6][CH:7]=[CH:8][CH:9]=2)[CH2:4][CH2:3][CH:2]1[C:11]([OH:13])=O.CN(C(ON1N=NC2C=CC=NC1=2)=[N+](C)C)C.F[P-](F)(F)(F)(F)F.CCN(C(C)C)C(C)C.Cl.[CH2:48]([O:55][C:56](=[O:75])[NH:57][CH2:58][CH2:59][CH2:60][CH2:61][C@H:62]([NH2:74])[C:63]([C:65]1[S:66][C:67]2[CH:73]=[CH:72][CH:71]=[CH:70][C:68]=2[N:69]=1)=[O:64])[C:49]1[CH:54]=[CH:53][CH:52]=[CH:51][CH:50]=1.